Dataset: Reaction yield outcomes from USPTO patents with 853,638 reactions. Task: Predict the reaction yield, written as a fraction of the theoretical maximum amount of product (1.0 means a 100% yield; for example, 0.34 means a 34% yield). (1) The reactants are Cl.O1CCOCC1.C(OC([N:15]1[C:24]2[C:19](=[CH:20][CH:21]=[C:22]([N:25]3[CH2:29][CH2:28][N:27]([C:30]4[CH:31]=[N:32][CH:33]=[CH:34][C:35]=4[CH3:36])[C:26]3=[O:37])[CH:23]=2)[CH2:18][CH2:17][C:16]1=[O:38])=O)(C)(C)C.C(OC(=O)C)C. The catalyst is CCCCCC. The product is [CH3:36][C:35]1[CH:34]=[CH:33][N:32]=[CH:31][C:30]=1[N:27]1[CH2:28][CH2:29][N:25]([C:22]2[CH:23]=[C:24]3[C:19]([CH2:18][CH2:17][C:16](=[O:38])[NH:15]3)=[CH:20][CH:21]=2)[C:26]1=[O:37]. The yield is 0.355. (2) The yield is 1.00. No catalyst specified. The product is [OH:1][CH:2]([CH2:16][NH:20][CH:17]([CH3:19])[CH3:18])[CH2:3][O:4][C:5]1[CH:10]=[CH:9][C:8]([CH2:11][C:12]([O:14][CH3:15])=[O:13])=[CH:7][CH:6]=1. The reactants are [O:1]1[CH2:16][CH:2]1[CH2:3][O:4][C:5]1[CH:10]=[CH:9][C:8]([CH2:11][C:12]([O:14][CH3:15])=[O:13])=[CH:7][CH:6]=1.[CH:17]([NH2:20])([CH3:19])[CH3:18].O. (3) The reactants are [C:1]([C:5]1[CH:6]=[C:7]([NH2:18])[N:8]([C:10]2[CH:15]=[CH:14][C:13]([O:16]C)=[CH:12][CH:11]=2)[N:9]=1)([CH3:4])([CH3:3])[CH3:2].[Cl-].[Cl-].[Cl-].[Al+3].C([O-])(O)=O.[Na+]. The catalyst is C(Cl)Cl. The product is [NH2:18][C:7]1[N:8]([C:10]2[CH:15]=[CH:14][C:13]([OH:16])=[CH:12][CH:11]=2)[N:9]=[C:5]([C:1]([CH3:4])([CH3:3])[CH3:2])[CH:6]=1. The yield is 0.530.